This data is from Forward reaction prediction with 1.9M reactions from USPTO patents (1976-2016). The task is: Predict the product of the given reaction. (1) Given the reactants [Cl:1][C:2]1[N:7]=[C:6]([C:8](O)=[O:9])[C:5]2[C:11]([O:33][CH3:34])=[N:12][N:13]([C:14]([C:27]3[CH:32]=[CH:31][CH:30]=[CH:29][CH:28]=3)([C:21]3[CH:26]=[CH:25][CH:24]=[CH:23][CH:22]=3)[C:15]3[CH:20]=[CH:19][CH:18]=[CH:17][CH:16]=3)[C:4]=2[CH:3]=1.[C:35]([NH:38][NH2:39])(=[O:37])[CH3:36].C(Cl)CCl.C1C=CC2N(O)N=NC=2C=1.CCN(C(C)C)C(C)C.[NH4+].[Cl-], predict the reaction product. The product is: [C:35]([NH:38][NH:39][C:8]([C:6]1[C:5]2[C:11]([O:33][CH3:34])=[N:12][N:13]([C:14]([C:21]3[CH:22]=[CH:23][CH:24]=[CH:25][CH:26]=3)([C:15]3[CH:16]=[CH:17][CH:18]=[CH:19][CH:20]=3)[C:27]3[CH:28]=[CH:29][CH:30]=[CH:31][CH:32]=3)[C:4]=2[CH:3]=[C:2]([Cl:1])[N:7]=1)=[O:9])(=[O:37])[CH3:36]. (2) Given the reactants [C:1]1([NH:7][CH2:8][CH2:9][OH:10])[CH:6]=[CH:5][CH:4]=[CH:3][CH:2]=1.Cl[CH2:12][C:13](Cl)=[O:14], predict the reaction product. The product is: [C:1]1([N:7]2[CH2:8][CH2:9][O:10][CH2:12][C:13]2=[O:14])[CH:6]=[CH:5][CH:4]=[CH:3][CH:2]=1. (3) Given the reactants [H-].[Na+].[NH:3]1[CH:7]=[CH:6][N:5]=[CH:4]1.Br[CH2:9][CH2:10][CH2:11][CH2:12][Cl:13].[C:14]([OH:17])(=[O:16])[CH3:15], predict the reaction product. The product is: [C:14]([OH:17])(=[O:16])[CH3:15].[Cl:13][CH2:12][CH2:11][CH2:10][CH2:9][N:3]1[CH:7]=[CH:6][N:5]=[CH:4]1. (4) The product is: [NH3:7].[N:13]1[C:12]2[CH2:14][NH:15][CH2:16][CH2:17][C:11]=2[CH:10]=[N:9][C:8]=1[NH:7][C@H:4]1[CH2:5][CH2:6][C@H:2]([OH:1])[CH2:3]1. Given the reactants [OH:1][C@H:2]1[CH2:6][CH2:5][C@H:4]([NH:7][C:8]2[N:9]=[CH:10][C:11]3[CH2:17][CH2:16][N:15](C(OC(C)(C)C)=O)[CH2:14][C:12]=3[N:13]=2)[CH2:3]1.CO.Cl.O1CCOCC1, predict the reaction product. (5) Given the reactants Cl.C([O:5][C:6]1[C@@H:14]([CH3:15])[C@H:13]([C:16](=[O:30])[N:17]([C:24]2[CH:29]=[CH:28][CH:27]=[CH:26][CH:25]=2)[C:18]2[CH:23]=[CH:22][CH:21]=[CH:20][CH:19]=2)[C@H:12]2[C@H:8]([C:9](=[O:32])[O:10][C@@H:11]2[CH3:31])[CH:7]=1)(=O)C.C(OCC)(=O)C, predict the reaction product. The product is: [CH3:31][C@@H:11]1[C@@H:12]2[C@@H:8]([CH2:7][C:6](=[O:5])[C@@H:14]([CH3:15])[C@@H:13]2[C:16]([N:17]([C:24]2[CH:25]=[CH:26][CH:27]=[CH:28][CH:29]=2)[C:18]2[CH:23]=[CH:22][CH:21]=[CH:20][CH:19]=2)=[O:30])[C:9](=[O:32])[O:10]1. (6) Given the reactants [NH2:1][C:2]1[CH:3]=[C:4]2[C:17](=[CH:18][CH:19]=1)[CH2:16][C:6]1([C:14]3[C:9](=[N:10][CH:11]=[CH:12][CH:13]=3)[NH:8][C:7]1=[O:15])[CH2:5]2.[Cl:20]N1C(=O)CCC1=O, predict the reaction product. The product is: [NH2:1][C:2]1[CH:3]=[C:4]2[C:17](=[CH:18][C:19]=1[Cl:20])[CH2:16][C:6]1([C:14]3[C:9](=[N:10][CH:11]=[CH:12][CH:13]=3)[NH:8][C:7]1=[O:15])[CH2:5]2. (7) Given the reactants [NH:1]1[CH:5]=[CH:4][N:3]=[N:2]1.[OH-].[Na+].[I-].[K+].Br[CH2:11][CH2:12][CH:13]=[CH2:14], predict the reaction product. The product is: [CH2:14]([N:2]1[N:3]=[CH:4][CH:5]=[N:1]1)[CH2:13][CH:12]=[CH2:11]. (8) Given the reactants [N:1]1[CH:6]=[CH:5][N:4]=[CH:3][C:2]=1[NH2:7].Cl[CH2:9][CH:10]=O, predict the reaction product. The product is: [N:7]1[CH:9]=[CH:10][N:1]2[CH:6]=[CH:5][N:4]=[CH:3][C:2]=12. (9) Given the reactants Br[C:2]1[CH:7]=[CH:6][C:5]([C:8]2[CH:13]=[CH:12][CH:11]=[CH:10][N:9]=2)=[CH:4][CH:3]=1.C([Li])CCC.Cl[Si:20]([C:33]1[CH:38]=[CH:37][CH:36]=[CH:35][CH:34]=1)([C:27]1[CH:32]=[CH:31][CH:30]=[CH:29][CH:28]=1)[C:21]1[CH:26]=[CH:25][CH:24]=[CH:23][CH:22]=1, predict the reaction product. The product is: [C:33]1([Si:20]([C:21]2[CH:22]=[CH:23][CH:24]=[CH:25][CH:26]=2)([C:27]2[CH:32]=[CH:31][CH:30]=[CH:29][CH:28]=2)[C:2]2[CH:7]=[CH:6][C:5]([C:8]3[CH:13]=[CH:12][CH:11]=[CH:10][N:9]=3)=[CH:4][CH:3]=2)[CH:34]=[CH:35][CH:36]=[CH:37][CH:38]=1.